From a dataset of Experimentally validated miRNA-target interactions with 360,000+ pairs, plus equal number of negative samples. Binary Classification. Given a miRNA mature sequence and a target amino acid sequence, predict their likelihood of interaction. (1) The miRNA is mmu-miR-132-3p with sequence UAACAGUCUACAGCCAUGGUCG. The protein sequence of the target gene is MLYRLLSIVQRQRTSPGWQTWSSARSSTSTAEAHSIALPAQAQVVICGGGIMGTSVAYHLSKMGWQDIVLLEQGRLAAGSTRFCAGILSTARHSSVEQKMANYSNKLYHQLEQETGIQTGYLRTGSISLAQTQDRLISLKRINSRLNVVGIPSEIISPKKVAELHPLLNVHDLVGAMYVPEDAVVSSADVALALASAASQNGVQIYDRTSVLHVLIKKGQVTGVETDKGQIECQYFVNCAGQWAYELGLSNEEPLSIPLHACEHFYLLTRPWDTPLQSNTPTIVDADGRIYIRNWQGGIL.... Result: 0 (no interaction). (2) The miRNA is hsa-miR-23a-3p with sequence AUCACAUUGCCAGGGAUUUCC. The protein sequence of the target gene is MKPSWLQCRKVTSAGGLGGPLPGSSPARGAGAALRALVVPGPRGGLGGRGCRALSSGSGSEYKTHFAASVTDPERFWGKAAEQISWYKPWTKTLENKHSPSTRWFVEGMLNICYNAVDRHIENGKGDKIAIIYDSPVTNTKATFTYKEVLEQVSKLAGVLVKHGIKKGDTVVIYMPMIPQAMYTMLACARIGAIHSLIFGGFASKELSSRIDHVKPKVVVTASFGIEPGRRVEYVPLVEEALKIGQHKPDKILIYNRPNMEAVPLAPGRDLDWDEEMAKAQSHDCVPVLSEHPLYILYTS.... Result: 1 (interaction).